This data is from Merck oncology drug combination screen with 23,052 pairs across 39 cell lines. The task is: Regression. Given two drug SMILES strings and cell line genomic features, predict the synergy score measuring deviation from expected non-interaction effect. (1) Drug 1: N#Cc1ccc(Cn2cncc2CN2CCN(c3cccc(Cl)c3)C(=O)C2)cc1. Drug 2: O=C(CCCCCCC(=O)Nc1ccccc1)NO. Cell line: LOVO. Synergy scores: synergy=15.3. (2) Drug 1: CN1C(=O)C=CC2(C)C3CCC4(C)C(NC(=O)OCC(F)(F)F)CCC4C3CCC12. Drug 2: CCC1(O)CC2CN(CCc3c([nH]c4ccccc34)C(C(=O)OC)(c3cc4c(cc3OC)N(C)C3C(O)(C(=O)OC)C(OC(C)=O)C5(CC)C=CCN6CCC43C65)C2)C1. Cell line: UACC62. Synergy scores: synergy=-13.1. (3) Drug 1: C#Cc1cccc(Nc2ncnc3cc(OCCOC)c(OCCOC)cc23)c1. Drug 2: Cn1cc(-c2cnn3c(N)c(Br)c(C4CCCNC4)nc23)cn1. Cell line: OV90. Synergy scores: synergy=5.04. (4) Drug 1: CCN(CC)CCNC(=O)c1c(C)[nH]c(C=C2C(=O)Nc3ccc(F)cc32)c1C. Drug 2: C=CCn1c(=O)c2cnc(Nc3ccc(N4CCN(C)CC4)cc3)nc2n1-c1cccc(C(C)(C)O)n1. Cell line: HCT116. Synergy scores: synergy=0.368. (5) Drug 1: Nc1ccn(C2OC(CO)C(O)C2(F)F)c(=O)n1. Drug 2: C#Cc1cccc(Nc2ncnc3cc(OCCOC)c(OCCOC)cc23)c1. Cell line: UWB1289. Synergy scores: synergy=1.12. (6) Drug 1: COC12C(COC(N)=O)C3=C(C(=O)C(C)=C(N)C3=O)N1CC1NC12. Drug 2: Cc1nc(Nc2ncc(C(=O)Nc3c(C)cccc3Cl)s2)cc(N2CCN(CCO)CC2)n1. Cell line: SKOV3. Synergy scores: synergy=21.0. (7) Drug 1: Cn1c(=O)n(-c2ccc(C(C)(C)C#N)cc2)c2c3cc(-c4cnc5ccccc5c4)ccc3ncc21. Drug 2: CCc1cnn2c(NCc3ccc[n+]([O-])c3)cc(N3CCCCC3CCO)nc12. Cell line: RPMI7951. Synergy scores: synergy=12.8.